From a dataset of Peptide-MHC class I binding affinity with 185,985 pairs from IEDB/IMGT. Regression. Given a peptide amino acid sequence and an MHC pseudo amino acid sequence, predict their binding affinity value. This is MHC class I binding data. (1) The peptide sequence is ILLHSTYFPCF. The MHC is Mamu-B17 with pseudo-sequence Mamu-B17. The binding affinity (normalized) is 0.124. (2) The peptide sequence is AVGVVCTGL. The MHC is HLA-A02:03 with pseudo-sequence HLA-A02:03. The binding affinity (normalized) is 0.0847. (3) The peptide sequence is LLKDLMPFV. The MHC is HLA-B07:02 with pseudo-sequence HLA-B07:02. The binding affinity (normalized) is 0.0847. (4) The binding affinity (normalized) is 0.395. The MHC is HLA-A03:01 with pseudo-sequence HLA-A03:01. The peptide sequence is AAISDYDYY. (5) The binding affinity (normalized) is 0.279. The MHC is HLA-C06:02 with pseudo-sequence HLA-C06:02. The peptide sequence is YPKFHRSAM. (6) The peptide sequence is CTNFKTQLV. The MHC is HLA-A32:01 with pseudo-sequence HLA-A32:01. The binding affinity (normalized) is 0. (7) The peptide sequence is VSDGGPNLY. The MHC is HLA-A02:01 with pseudo-sequence HLA-A02:01. The binding affinity (normalized) is 0.0847.